From a dataset of TCR-epitope binding with 47,182 pairs between 192 epitopes and 23,139 TCRs. Binary Classification. Given a T-cell receptor sequence (or CDR3 region) and an epitope sequence, predict whether binding occurs between them. (1) The epitope is GVAMPNLYK. The TCR CDR3 sequence is CASCDNTGYEQYF. Result: 0 (the TCR does not bind to the epitope). (2) The epitope is FVDGVPFVV. The TCR CDR3 sequence is CASSQETANYGYTF. Result: 1 (the TCR binds to the epitope). (3) The epitope is SEISMDNSPNL. The TCR CDR3 sequence is CASSQDHAAPYNEQFF. Result: 1 (the TCR binds to the epitope). (4) The epitope is YEGNSPFHPL. The TCR CDR3 sequence is CASRSKVGGTEAFF. Result: 1 (the TCR binds to the epitope). (5) The epitope is ELAGIGILTV. The TCR CDR3 sequence is CASSSTGPGNSPLHF. Result: 0 (the TCR does not bind to the epitope). (6) The epitope is KAYNVTQAF. The TCR CDR3 sequence is CASSGGMRNTIYF. Result: 1 (the TCR binds to the epitope).